This data is from Forward reaction prediction with 1.9M reactions from USPTO patents (1976-2016). The task is: Predict the product of the given reaction. (1) Given the reactants [OH:1][C:2]1[CH:11]=[CH:10][C:9]2[C:4](=[CH:5][CH:6]=[C:7]([OH:12])[CH:8]=2)[CH:3]=1.[CH2:13](Br)[CH:14]=[CH2:15].C([O-])([O-])=O.[K+].[K+].[CH3:23][C:24]([CH3:26])=O, predict the reaction product. The product is: [CH2:13]([O:1][C:2]1[CH:11]=[CH:10][C:9]2[C:4](=[CH:5][CH:6]=[C:7]([O:12][CH2:26][CH:24]=[CH2:23])[CH:8]=2)[CH:3]=1)[CH:14]=[CH2:15]. (2) Given the reactants [NH2:1][C:2]([CH3:27])([CH3:26])[C@H:3]([NH:8][C:9](=[O:25])[C:10]1[CH:15]=[CH:14][C:13]([C:16]#[C:17][C:18]#[C:19][CH:20]([O:23][CH3:24])[CH2:21][OH:22])=[CH:12][CH:11]=1)[C:4](OC)=[O:5].[NH2:28][OH:29].O, predict the reaction product. The product is: [NH2:1][C:2]([CH3:27])([CH3:26])[C@H:3]([NH:8][C:9](=[O:25])[C:10]1[CH:15]=[CH:14][C:13]([C:16]#[C:17][C:18]#[C:19][CH:20]([O:23][CH3:24])[CH2:21][OH:22])=[CH:12][CH:11]=1)[C:4]([NH:28][OH:29])=[O:5]. (3) Given the reactants C(O[C:6](=O)[NH:7][CH2:8][CH2:9][CH2:10][CH2:11][CH2:12][N:13]([CH2:21][C:22]1[CH:27]=[CH:26][CH:25]=[CH:24][CH:23]=1)[CH2:14][C:15]1[CH:20]=[CH:19][CH:18]=[CH:17][CH:16]=1)(C)(C)C.[H-].[Al+3].[Li+].[H-].[H-].[H-], predict the reaction product. The product is: [CH2:14]([N:13]([CH2:21][C:22]1[CH:23]=[CH:24][CH:25]=[CH:26][CH:27]=1)[CH2:12][CH2:11][CH2:10][CH2:9][CH2:8][NH:7][CH3:6])[C:15]1[CH:20]=[CH:19][CH:18]=[CH:17][CH:16]=1. (4) Given the reactants Cl[C:2]1[N:7]=[C:6]([CH3:8])[C:5]([N+:9]([O-:11])=[O:10])=[CH:4][CH:3]=1.[NH2:12][C:13]([CH3:17])([CH3:16])[CH2:14][OH:15].CCOC(C)=O.O, predict the reaction product. The product is: [CH3:16][C:13]([NH:12][C:2]1[CH:3]=[CH:4][C:5]([N+:9]([O-:11])=[O:10])=[C:6]([CH3:8])[N:7]=1)([CH3:17])[CH2:14][OH:15].